Dataset: Catalyst prediction with 721,799 reactions and 888 catalyst types from USPTO. Task: Predict which catalyst facilitates the given reaction. (1) Reactant: [CH3:1][O:2][C:3]1[CH:4]=[C:5]([C:11]2[CH:21]=[C:20]([C:22](O)=[O:23])[C:14]3[O:15][CH2:16][CH2:17][CH2:18][CH2:19][C:13]=3[CH:12]=2)[CH:6]=[CH:7][C:8]=1[O:9][CH3:10].Cl.Cl.[NH2:27][CH:28]([CH2:31][C:32]1[C:36]2=[N:37][CH:38]=[CH:39][CH:40]=[C:35]2[NH:34][CH:33]=1)[CH2:29][OH:30].C1C=CC2N(O)N=NC=2C=1.CCN=C=NCCCN(C)C. Product: [OH:30][CH2:29][CH:28]([NH:27][C:22]([C:20]1[C:14]2[O:15][CH2:16][CH2:17][CH2:18][CH2:19][C:13]=2[CH:12]=[C:11]([C:5]2[CH:6]=[CH:7][C:8]([O:9][CH3:10])=[C:3]([O:2][CH3:1])[CH:4]=2)[CH:21]=1)=[O:23])[CH2:31][C:32]1[C:36]2=[N:37][CH:38]=[CH:39][CH:40]=[C:35]2[NH:34][CH:33]=1. The catalyst class is: 851. (2) Reactant: Cl.[NH2:2][C@H:3]1[CH2:7][CH2:6][N:5]([CH2:8][C:9]2[CH:14]=[CH:13][C:12]([N+:15]([O-:17])=[O:16])=[CH:11][CH:10]=2)[C:4]1=[O:18].[F:19][C:20]([F:31])([F:30])[C:21](O[C:21](=[O:22])[C:20]([F:31])([F:30])[F:19])=[O:22]. Product: [F:19][C:20]([F:31])([F:30])[C:21]([NH:2][C@H:3]1[CH2:7][CH2:6][N:5]([CH2:8][C:9]2[CH:10]=[CH:11][C:12]([N+:15]([O-:17])=[O:16])=[CH:13][CH:14]=2)[C:4]1=[O:18])=[O:22]. The catalyst class is: 2. (3) Reactant: [C:1]1([N:7]2[CH:16]=[C:15]3[C:9]([CH2:10][CH2:11][NH:12][CH2:13][CH2:14]3)=[N:8]2)[CH:6]=[CH:5][CH:4]=[CH:3][CH:2]=1.[C:17]1(=O)[CH2:20][CH2:19][CH2:18]1.C(O[BH-](OC(=O)C)OC(=O)C)(=O)C.[Na+].Cl. Product: [CH:17]1([N:12]2[CH2:13][CH2:14][C:15]3=[CH:16][N:7]([C:1]4[CH:2]=[CH:3][CH:4]=[CH:5][CH:6]=4)[N:8]=[C:9]3[CH2:10][CH2:11]2)[CH2:20][CH2:19][CH2:18]1. The catalyst class is: 411. (4) Reactant: [CH2:1]([O:3][C:4]([C:6]1[C:10]([CH2:11][S:12][C:13]2[NH:14][CH:15]=[CH:16][N:17]=2)=[C:9](Br)[N:8]([C:19]2[CH:24]=[CH:23][CH:22]=[CH:21][CH:20]=2)[N:7]=1)=[O:5])[CH3:2].CN(C)CC(O)=O.C([O-])([O-])=O.[K+].[K+]. Product: [C:19]1([N:8]2[C:9]3[N:17]4[CH:16]=[CH:15][N:14]=[C:13]4[S:12][CH2:11][C:10]=3[C:6]([C:4]([O:3][CH2:1][CH3:2])=[O:5])=[N:7]2)[CH:24]=[CH:23][CH:22]=[CH:21][CH:20]=1. The catalyst class is: 549. (5) Reactant: [OH:1][C@@H:2]1[CH2:6][CH2:5][N:4]([C:7]([O:9][C:10]([CH3:13])([CH3:12])[CH3:11])=[O:8])[CH2:3]1.[F:14][C:15]([F:24])([F:23])[C:16]1[CH:21]=[CH:20][CH:19]=[CH:18][C:17]=1O.C1(P(C2C=CC=CC=2)C2C=CC=CC=2)C=CC=CC=1.CCOC(/N=N/C(OCC)=O)=O. Product: [F:14][C:15]([F:24])([F:23])[C:16]1[CH:21]=[CH:20][CH:19]=[CH:18][C:17]=1[O:1][C@@H:2]1[CH2:6][CH2:5][N:4]([C:7]([O:9][C:10]([CH3:13])([CH3:12])[CH3:11])=[O:8])[CH2:3]1. The catalyst class is: 1. (6) Reactant: [C:1]([O:5][C:6]([N:8]1[CH2:12][CH:11]([O:13][CH2:14][C:15]2[CH:20]=[CH:19][CH:18]=[CH:17][CH:16]=2)[CH2:10][CH:9]1[CH2:21][C:22](O)=[O:23])=[O:7])([CH3:4])([CH3:3])[CH3:2].[NH2:25][CH:26]([C:29]1[CH:34]=[CH:33][C:32]([CH2:35][OH:36])=[CH:31][CH:30]=1)[CH2:27][CH3:28].[CH:37]1C=CC2N(O)N=NC=2C=1. Product: [C:1]([O:5][C:6]([N:8]1[CH2:12][CH:11]([O:13][CH2:14][C:15]2[CH:20]=[CH:19][CH:18]=[CH:17][CH:16]=2)[CH2:10][CH:9]1[CH2:21][C:22](=[O:23])[NH:25][CH:26]1[C:29]2[C:34](=[CH:33][C:32]([CH2:35][OH:36])=[CH:31][CH:30]=2)[CH2:37][CH2:28][CH2:27]1)=[O:7])([CH3:4])([CH3:2])[CH3:3]. The catalyst class is: 344. (7) Reactant: [NH2:1][C:2]1[C:7]([CH2:8][C:9]2[CH:14]=[CH:13][CH:12]=[CH:11][CH:10]=2)=[N:6][C:5]([C:15]2[CH:20]=[CH:19][C:18]([OH:21])=[CH:17][CH:16]=2)=[CH:4][N:3]=1.[C:22](OC(=O)C)(=[O:24])[CH3:23].C(=O)(O)[O-].[Na+].C(OCC)(=O)C. The catalyst class is: 17. Product: [C:22]([O:21][C:18]1[CH:17]=[CH:16][C:15]([C:5]2[N:6]=[C:7]([CH2:8][C:9]3[CH:10]=[CH:11][CH:12]=[CH:13][CH:14]=3)[C:2]([NH2:1])=[N:3][CH:4]=2)=[CH:20][CH:19]=1)(=[O:24])[CH3:23]. (8) Reactant: B1(C)OC(C2C=CC=CC=2)(C2C=CC=CC=2)[C@H]2N1CCC2.CSC.B.C1COCC1.[Br:31][C:32]1[CH:33]=[C:34]2[C:39](=[CH:40][CH:41]=1)[O:38][C:37]([CH3:46])([C:42]([F:45])([F:44])[F:43])[CH2:36][C:35]2=[O:47].Cl. Product: [Br:31][C:32]1[CH:33]=[C:34]2[C:39](=[CH:40][CH:41]=1)[O:38][C:37]([CH3:46])([C:42]([F:43])([F:45])[F:44])[CH2:36][C@H:35]2[OH:47]. The catalyst class is: 11. (9) Reactant: [CH3:1][C:2]1[N:3]=[CH:4][C:5]2[C:10]([CH:11]=1)=[C:9]([N+:12]([O-])=O)[CH:8]=[CH:7][CH:6]=2.[H][H]. Product: [CH3:1][C:2]1[N:3]=[CH:4][C:5]2[CH:6]=[CH:7][CH:8]=[C:9]([NH2:12])[C:10]=2[CH:11]=1. The catalyst class is: 458.